Task: Predict the product of the given reaction.. Dataset: Forward reaction prediction with 1.9M reactions from USPTO patents (1976-2016) (1) Given the reactants C([O:3][C:4]([C:6]1[CH:7]=[CH:8][CH:9]=[C:10]2[C:15]=1[N:14]=[CH:13][N:12]=[C:11]2[O:16][CH3:17])=[O:5])C.[OH-].[Na+].Cl, predict the reaction product. The product is: [CH3:17][O:16][C:11]1[C:10]2[C:15](=[C:6]([C:4]([OH:5])=[O:3])[CH:7]=[CH:8][CH:9]=2)[N:14]=[CH:13][N:12]=1. (2) Given the reactants [NH:1]1[CH2:6][CH2:5][CH2:4][CH:3]([C:7]([O:9][CH2:10][CH3:11])=[O:8])[CH2:2]1.C=O.[C:14](O)(=O)C.C([O-])([O-])=O.[K+].[K+], predict the reaction product. The product is: [CH3:14][N:1]1[CH2:6][CH2:5][CH2:4][CH:3]([C:7]([O:9][CH2:10][CH3:11])=[O:8])[CH2:2]1. (3) Given the reactants [OH:1][CH:2]([CH2:7][CH2:8][CH2:9][CH2:10][CH:11]=[CH2:12])[C:3]([O:5][CH3:6])=[O:4].O1[CH:18]=[CH:17][CH2:16][CH2:15][CH2:14]1.Cl[CH2:20]Cl, predict the reaction product. The product is: [CH:14]1([O:1][CH:2]([CH2:7][CH2:8][CH2:9][CH2:10][CH:11]=[CH2:12])[C:3]([O:5][CH3:6])=[O:4])[CH2:20][CH2:18][CH2:17][CH2:16][CH2:15]1. (4) Given the reactants [CH2:1]([C:3]1[C:8](=[O:9])[NH:7][C:6]([CH3:10])=[C:5]([C:11]2[S:15][C:14]([S:16](Cl)(=[O:18])=[O:17])=[CH:13][CH:12]=2)[CH:4]=1)[CH3:2].[OH:20][CH:21]([C:25]1[CH:30]=[CH:29][CH:28]=[CH:27][CH:26]=1)[CH2:22][NH:23][CH3:24], predict the reaction product. The product is: [OH:20][CH:21]([C:25]1[CH:30]=[CH:29][CH:28]=[CH:27][CH:26]=1)[CH2:22][N:23]([CH3:24])[S:16]([C:14]1[S:15][C:11]([C:5]2[CH:4]=[C:3]([CH2:1][CH3:2])[C:8](=[O:9])[NH:7][C:6]=2[CH3:10])=[CH:12][CH:13]=1)(=[O:18])=[O:17]. (5) The product is: [CH:10]1([O:16][C:17]2[N:22]=[CH:21][C:20]([C:2]3[C:3]([NH2:9])=[N:4][CH:5]=[C:6]([F:8])[CH:7]=3)=[CH:19][CH:18]=2)[CH2:15][CH2:14][CH2:13][CH2:12][CH2:11]1. Given the reactants Br[C:2]1[C:3]([NH2:9])=[N:4][CH:5]=[C:6]([F:8])[CH:7]=1.[CH:10]1([O:16][C:17]2[N:22]=[CH:21][C:20](B(O)O)=[CH:19][CH:18]=2)[CH2:15][CH2:14][CH2:13][CH2:12][CH2:11]1.C(=O)([O-])[O-].[Na+].[Na+].CCOC(C)=O, predict the reaction product. (6) The product is: [F:12][C:7]1[C:6]([C:4]2[N:13]=[C:14]([CH2:15][N:16]([CH3:24])[C:17](=[O:23])[O:18][C:19]([CH3:20])([CH3:21])[CH3:22])[S:25][CH:3]=2)=[CH:11][CH:10]=[CH:9][N:8]=1. Given the reactants Br.Br[CH2:3][C:4]([C:6]1[C:7]([F:12])=[N:8][CH:9]=[CH:10][CH:11]=1)=O.[NH2:13][C:14](=[S:25])[CH2:15][N:16]([CH3:24])[C:17](=[O:23])[O:18][C:19]([CH3:22])([CH3:21])[CH3:20].C(=O)([O-])O.[Na+], predict the reaction product.